From a dataset of Peptide-MHC class II binding affinity with 134,281 pairs from IEDB. Regression. Given a peptide amino acid sequence and an MHC pseudo amino acid sequence, predict their binding affinity value. This is MHC class II binding data. (1) The peptide sequence is GWYLVAATAAAATLR. The MHC is DRB1_1001 with pseudo-sequence DRB1_1001. The binding affinity (normalized) is 1.00. (2) The peptide sequence is FTVQKGSDPKKLVLD. The MHC is HLA-DPA10103-DPB10301 with pseudo-sequence HLA-DPA10103-DPB10301. The binding affinity (normalized) is 0. (3) The peptide sequence is LASSCQVAFSYFPPP. The MHC is HLA-DPA10201-DPB11401 with pseudo-sequence HLA-DPA10201-DPB11401. The binding affinity (normalized) is 0. (4) The peptide sequence is VRKNRWLLLNVTSED. The MHC is DRB1_0801 with pseudo-sequence DRB1_0801. The binding affinity (normalized) is 0.429. (5) The binding affinity (normalized) is 0.247. The peptide sequence is ATTEEQKLIEDINAS. The MHC is HLA-DPA10301-DPB10402 with pseudo-sequence HLA-DPA10301-DPB10402. (6) The peptide sequence is PEAKYDAYVATLTEA. The MHC is DRB1_0405 with pseudo-sequence DRB1_0405. The binding affinity (normalized) is 0.578. (7) The peptide sequence is KVKFGHVSINPADIA. The MHC is DRB4_0101 with pseudo-sequence DRB4_0103. The binding affinity (normalized) is 0.518.